From a dataset of Full USPTO retrosynthesis dataset with 1.9M reactions from patents (1976-2016). Predict the reactants needed to synthesize the given product. (1) Given the product [CH:39]([NH:42][C:36]([C@@H:16]1[CH2:15][N:14]([S:11]([C:7]2[CH:6]=[C:5]3[C:10]([C:2]([Cl:1])=[CH:3][NH:4]3)=[CH:9][CH:8]=2)(=[O:13])=[O:12])[CH2:19][C:18](=[O:20])[N:17]1[CH2:21][CH:22]1[CH2:23][CH2:24][N:25]([C:28]2[CH:33]=[CH:32][C:31](=[O:34])[N:30]([CH3:35])[N:29]=2)[CH2:26][CH2:27]1)=[O:37])([CH3:41])[CH3:40], predict the reactants needed to synthesize it. The reactants are: [Cl:1][C:2]1[C:10]2[C:5](=[CH:6][C:7]([S:11]([N:14]3[CH2:19][C:18](=[O:20])[N:17]([CH2:21][CH:22]4[CH2:27][CH2:26][N:25]([C:28]5[CH:33]=[CH:32][C:31](=[O:34])[N:30]([CH3:35])[N:29]=5)[CH2:24][CH2:23]4)[CH:16]([C:36](O)=[O:37])[CH2:15]3)(=[O:13])=[O:12])=[CH:8][CH:9]=2)[NH:4][CH:3]=1.[CH:39]([N:42](C(C)C)CC)([CH3:41])[CH3:40].F[B-](F)(F)F.N1(OC(N(C)C)=[N+](C)C)C2C=CC=CC=2N=N1.C(NC(C)C)(C)C.C(N)(C)C. (2) Given the product [CH3:8][O:9][C:10](=[O:27])[CH2:11][CH:12]1[C:19]2[N:15]([C:16]3[CH:23]=[CH:22][N:21]=[C:20]([S:24][CH3:25])[C:17]=3[CH:18]=2)[CH2:14][CH2:13]1, predict the reactants needed to synthesize it. The reactants are: [Na+].[I-].C[Si](Cl)(C)C.[CH3:8][O:9][C:10](=[O:27])[CH2:11][C:12]1(O)[C:19]2[N:15]([C:16]3[CH:23]=[CH:22][N:21]=[C:20]([S:24][CH3:25])[C:17]=3[CH:18]=2)[CH2:14][CH2:13]1. (3) Given the product [O:57]1[CH2:58][CH2:59][O:60][CH2:61][C@H:56]1[CH2:55][N:1]1[C:9]2[C:4](=[CH:5][CH:6]=[CH:7][CH:8]=2)[C@@:3]2([C:21]3[C:12](=[CH:13][C:14]4[O:19][CH2:18][CH2:17][O:16][C:15]=4[CH:20]=3)[O:11][CH2:10]2)[C:2]1=[O:22], predict the reactants needed to synthesize it. The reactants are: [NH:1]1[C:9]2[C:4](=[CH:5][CH:6]=[CH:7][CH:8]=2)[C@@:3]2([C:21]3[C:12](=[CH:13][C:14]4[O:19][CH2:18][CH2:17][O:16][C:15]=4[CH:20]=3)[O:11][CH2:10]2)[C:2]1=[O:22].N1C2C(=CC=CC=2)C2(C3=CC4OCOC=4C=C3OC2)C1=O.CC1C=CC(S(O[CH2:55][C@H:56]2[CH2:61][O:60][CH2:59][CH2:58][O:57]2)(=O)=O)=CC=1.